From a dataset of HIV replication inhibition screening data with 41,000+ compounds from the AIDS Antiviral Screen. Binary Classification. Given a drug SMILES string, predict its activity (active/inactive) in a high-throughput screening assay against a specified biological target. (1) The molecule is COC(=O)C1C2CC3C(OC(=O)C31)C2OC(=O)C(OC)(c1ccccc1)C(F)(F)F. The result is 0 (inactive). (2) The molecule is Nc1ccc(S(=O)(=O)Nc2nc3ccccc3nc2Nc2ccc(S(N)(=O)=O)cc2)cc1. The result is 0 (inactive). (3) The molecule is N#Cc1c(C[n+]2ccccc2)c2ccccc2oc1=O.[I-]. The result is 0 (inactive). (4) The drug is Cl.Cn1cc(NC(=O)c2cc(NC(=O)CCCCCCCCC(=O)Nc3cc(C(=O)Nc4cc(C(=O)NCCC(N)N)n(C)c4)n(C)c3)cn2C)cc1C(=O)NCCC(=N)N. The result is 0 (inactive). (5) The molecule is O=C(Nc1ccccc1C(=O)O)C(=Cc1ccccc1O)NC(=O)c1ccccc1. The result is 0 (inactive). (6) The molecule is O=C1c2cc(Cc3ccccc3)c(=O)c(Cc3ccccc3)cc2C(=O)c2cc(Cc3ccccc3)c(=O)c(Cc3ccccc3)cc21. The result is 0 (inactive). (7) The molecule is Cl.O=[N+]([O-])c1cccc2nccc(NCCCO)c12. The result is 0 (inactive).